Dataset: Forward reaction prediction with 1.9M reactions from USPTO patents (1976-2016). Task: Predict the product of the given reaction. (1) Given the reactants C(=O)([S:3][CH2:4][CH2:5][CH2:6][CH2:7]/[CH:8]=[CH:9]\[CH2:10]/[CH:11]=[CH:12]\[CH2:13]/[CH:14]=[CH:15]\[CH2:16]/[CH:17]=[CH:18]\[CH2:19]/[CH:20]=[CH:21]\[CH2:22][CH3:23])C.C(=O)([O-])[O-].[K+].[K+], predict the reaction product. The product is: [CH2:4]([SH:3])[CH2:5][CH2:6][CH2:7]/[CH:8]=[CH:9]\[CH2:10]/[CH:11]=[CH:12]\[CH2:13]/[CH:14]=[CH:15]\[CH2:16]/[CH:17]=[CH:18]\[CH2:19]/[CH:20]=[CH:21]\[CH2:22][CH3:23]. (2) Given the reactants [CH2:1]([C@H:6]1[CH2:8][C@H:7]1[CH2:9][C@@H:10]1[CH2:12][C@@H:11]1[CH2:13][C:14]#[C:15][CH2:16][CH2:17][CH2:18][CH2:19][CH2:20][OH:21])[CH2:2][CH2:3][CH2:4][CH3:5].C([C@H]1C[C@H]1C[C@@H]1C[C@H]1CCCCCCCCO)CCCC.C([C@@H]1C[C@@H]1C[C@H]1C[C@H]1CC#CCCCCCO)CCCC, predict the reaction product. The product is: [CH2:1]([C@@H:6]1[CH2:8][C@@H:7]1[CH2:9][C@H:10]1[CH2:12][C@@H:11]1[CH2:13][CH2:14][CH2:15][CH2:16][CH2:17][CH2:18][CH2:19][CH2:20][OH:21])[CH2:2][CH2:3][CH2:4][CH3:5].